From a dataset of Forward reaction prediction with 1.9M reactions from USPTO patents (1976-2016). Predict the product of the given reaction. Given the reactants [C:1]1([C:7]2[O:8][CH:9]=[CH:10][CH:11]=2)[CH:6]=[CH:5][CH:4]=[CH:3][CH:2]=1.[Br:12][C:13]1[CH:14]=[C:15]([CH2:19][C:20](O)=[O:21])[CH:16]=[CH:17][CH:18]=1.O=P12OP3(OP(OP(O3)(O1)=O)(=O)O2)=O, predict the reaction product. The product is: [Br:12][C:13]1[CH:14]=[C:15]([CH2:19][C:20]([C:9]2[O:8][C:7]([C:1]3[CH:2]=[CH:3][CH:4]=[CH:5][CH:6]=3)=[CH:11][CH:10]=2)=[O:21])[CH:16]=[CH:17][CH:18]=1.